Dataset: Reaction yield outcomes from USPTO patents with 853,638 reactions. Task: Predict the reaction yield, written as a fraction of the theoretical maximum amount of product (1.0 means a 100% yield; for example, 0.34 means a 34% yield). (1) The reactants are C(OC([N:8]1[CH2:13][CH2:12][CH:11]([N:14]2[C:22]3[C:17](=[CH:18][C:19]([O:23][CH:24]([F:26])[F:25])=[CH:20][CH:21]=3)[C:16]([C:27]3[N:28]=[C:29]4[C:35]([C:36](=[O:42])[NH:37][C:38]([CH3:41])([CH3:40])[CH3:39])=[CH:34][N:33](COCC[Si](C)(C)C)[C:30]4=[N:31][CH:32]=3)=[N:15]2)[CH2:10][CH2:9]1)=O)(C)(C)C.FC(F)(F)C(O)=O.C(N)CN.O. The catalyst is ClCCl.C(OCC)(=O)C. The product is [C:38]([NH:37][C:36]([C:35]1[C:29]2[C:30](=[N:31][CH:32]=[C:27]([C:16]3[C:17]4[C:22](=[CH:21][CH:20]=[C:19]([O:23][CH:24]([F:26])[F:25])[CH:18]=4)[N:14]([CH:11]4[CH2:12][CH2:13][NH:8][CH2:9][CH2:10]4)[N:15]=3)[N:28]=2)[NH:33][CH:34]=1)=[O:42])([CH3:41])([CH3:39])[CH3:40]. The yield is 0.800. (2) The reactants are [CH3:1][O:2][C:3]1[CH:8]=[CH:7][C:6]([C:9]([C:11]2[CH:16]=[CH:15][C:14]([O:17][CH3:18])=[CH:13][CH:12]=2)=O)=[CH:5][CH:4]=1.[H-].[Na+].O1C2C=CC(C(C3C=C(OC)C=C(OC)C=3)=[CH:32][C:33]#[N:34])=CC=2OCC1. The catalyst is C1COCC1. The product is [CH3:1][O:2][C:3]1[CH:8]=[CH:7][C:6]([C:9]([C:11]2[CH:16]=[CH:15][C:14]([O:17][CH3:18])=[CH:13][CH:12]=2)=[CH:32][C:33]#[N:34])=[CH:5][CH:4]=1. The yield is 0.690. (3) The reactants are [Cl:1][C:2]1[CH:7]=[C:6](/[CH:8]=[CH:9]/[CH:10]([C:15]2[CH:20]=[C:19]([Cl:21])[C:18]([Cl:22])=[C:17]([Cl:23])[CH:16]=2)[C:11]([F:14])([F:13])[F:12])[CH:5]=[CH:4][C:3]=1[CH2:24][NH2:25].CCN(CC)CC.[CH3:33][N:34]([CH3:38])[C:35](Cl)=[O:36]. The catalyst is C(Cl)Cl. The product is [Cl:1][C:2]1[CH:7]=[C:6](/[CH:8]=[CH:9]/[CH:10]([C:15]2[CH:20]=[C:19]([Cl:21])[C:18]([Cl:22])=[C:17]([Cl:23])[CH:16]=2)[C:11]([F:14])([F:13])[F:12])[CH:5]=[CH:4][C:3]=1[CH2:24][NH:25][C:35](=[O:36])[N:34]([CH3:38])[CH3:33]. The yield is 0.600. (4) The reactants are [NH2:1][C:2]1[C:11]2[C:6](=[CH:7][CH:8]=[CH:9][C:10]=2[O:12][CH:13]2[CH2:18][CH2:17][CH2:16][CH2:15][CH2:14]2)[N:5]=[C:4]([CH3:19])[C:3]=1[C:20]([OH:22])=[O:21].[ClH:23]. The catalyst is C(O)C. The product is [ClH:23].[NH2:1][C:2]1[C:11]2[C:6](=[CH:7][CH:8]=[CH:9][C:10]=2[O:12][CH:13]2[CH2:18][CH2:17][CH2:16][CH2:15][CH2:14]2)[N:5]=[C:4]([CH3:19])[C:3]=1[C:20]([OH:22])=[O:21]. The yield is 1.00. (5) The reactants are [F:1][C:2]1[CH:3]=[CH:4][C:5]([S:21][CH2:22][C:23]2[CH:28]=[CH:27][CH:26]=[C:25]([N+:29]([O-])=O)[CH:24]=2)=[C:6]([NH:8][S:9]([C:12]2[O:13][C:14]3[CH:20]=[CH:19][CH:18]=[CH:17][C:15]=3[CH:16]=2)(=[O:11])=[O:10])[CH:7]=1.[NH4+].[Cl-]. The catalyst is CO.[Zn]. The product is [NH2:29][C:25]1[CH:24]=[C:23]([CH:28]=[CH:27][CH:26]=1)[CH2:22][S:21][C:5]1[CH:4]=[CH:3][C:2]([F:1])=[CH:7][C:6]=1[NH:8][S:9]([C:12]1[O:13][C:14]2[CH:20]=[CH:19][CH:18]=[CH:17][C:15]=2[CH:16]=1)(=[O:11])=[O:10]. The yield is 0.590. (6) The reactants are [Cl:1][C:2]1[C:3]([O:12][C:13]2[CH:18]=[C:17]([O:19][C:20]3[N:25]=[CH:24][CH:23]=[CH:22][N:21]=3)[CH:16]=[CH:15][C:14]=2/[CH:26]=[CH:27]/[C:28](O)=[O:29])=[N:4][CH:5]=[C:6]([C:8]([F:11])([F:10])[F:9])[CH:7]=1.Cl.C(N=C=NCCCN(C)C)C.[CH2:43]([S:48]([NH2:51])(=[O:50])=[O:49])[CH2:44][CH2:45][CH2:46][CH3:47].Cl. The catalyst is C(#N)C.CN(C)C1C=CN=CC=1.C(OCC)(=O)C. The product is [Cl:1][C:2]1[C:3]([O:12][C:13]2[CH:18]=[C:17]([O:19][C:20]3[N:21]=[CH:22][CH:23]=[CH:24][N:25]=3)[CH:16]=[CH:15][C:14]=2/[CH:26]=[CH:27]/[C:28]([NH:51][S:48]([CH2:43][CH2:44][CH2:45][CH2:46][CH3:47])(=[O:50])=[O:49])=[O:29])=[N:4][CH:5]=[C:6]([C:8]([F:11])([F:10])[F:9])[CH:7]=1. The yield is 0.120. (7) The reactants are [Cl:1][C:2]1[CH:7]=[CH:6][C:5]([CH3:8])=[CH:4][C:3]=1[OH:9].CI.[C:12]([O-])([O-])=O.[K+].[K+]. The catalyst is CC#N. The product is [Cl:1][C:2]1[CH:7]=[CH:6][C:5]([CH3:8])=[CH:4][C:3]=1[O:9][CH3:12]. The yield is 0.890.